From a dataset of Reaction yield outcomes from USPTO patents with 853,638 reactions. Predict the reaction yield, written as a fraction of the theoretical maximum amount of product (1.0 means a 100% yield; for example, 0.34 means a 34% yield). (1) The reactants are Br[C:2]1[CH:7]=[CH:6][CH:5]=[C:4]([Br:8])[CH:3]=1.C([Li])CCC.CCCCCC.[O:20]1[CH:25]=[CH:24][C:23](=[O:26])[CH:22]=[CH:21]1. The catalyst is C1COCC1. The product is [Br:8][C:4]1[CH:3]=[C:2]([C:23]2([OH:26])[CH2:24][CH2:25][O:20][CH2:21][CH2:22]2)[CH:7]=[CH:6][CH:5]=1. The yield is 0.760. (2) The reactants are [F:1][C:2]1[CH:3]=[CH:4][CH:5]=[C:6]2[C:10]=1[NH:9][CH:8]=[C:7]2[CH:11]=[O:12].N1C2C(=CC=CC=2)C=[C:14]1C(OCC)=O. No catalyst specified. The product is [F:1][C:2]1[CH:3]=[CH:4][CH:5]=[C:6]2[C:10]=1[N:9]([CH3:14])[CH:8]=[C:7]2[CH:11]=[O:12]. The yield is 0.430. (3) The reactants are [CH:1]1([S:4]([C:7]2[CH:12]=[CH:11][C:10]([CH:13]([CH2:27][CH:28]3[CH2:33][CH2:32][O:31][CH2:30][CH2:29]3)[C:14](=O)[CH2:15][CH2:16][C:17]([C:19]3[S:20][C:21]([CH2:24][OH:25])=[CH:22][N:23]=3)=O)=[CH:9][CH:8]=2)(=[O:6])=[O:5])[CH2:3][CH2:2]1.C([O-])(=O)C.[NH4+:38].C(=O)([O-])O.[Na+]. The catalyst is C(O)(=O)C. The product is [CH:1]1([S:4]([C:7]2[CH:12]=[CH:11][C:10]([CH:13]([C:14]3[NH:38][C:17]([C:19]4[S:20][C:21]([CH2:24][OH:25])=[CH:22][N:23]=4)=[CH:16][CH:15]=3)[CH2:27][CH:28]3[CH2:29][CH2:30][O:31][CH2:32][CH2:33]3)=[CH:9][CH:8]=2)(=[O:6])=[O:5])[CH2:2][CH2:3]1. The yield is 0.950. (4) The reactants are Br[C:2]1[CH:7]=[CH:6][CH:5]=[CH:4][C:3]=1[CH2:8][C:9]#[N:10].[Cl:11][C:12]1[CH:17]=[CH:16][C:15](B(O)O)=[CH:14][CH:13]=1.C([O-])([O-])=O.[Na+].[Na+]. The catalyst is C1C=CC([P]([Pd]([P](C2C=CC=CC=2)(C2C=CC=CC=2)C2C=CC=CC=2)([P](C2C=CC=CC=2)(C2C=CC=CC=2)C2C=CC=CC=2)[P](C2C=CC=CC=2)(C2C=CC=CC=2)C2C=CC=CC=2)(C2C=CC=CC=2)C2C=CC=CC=2)=CC=1.C1(C)C=CC=CC=1. The yield is 0.940. The product is [Cl:11][C:12]1[CH:17]=[CH:16][C:15]([C:2]2[CH:7]=[CH:6][CH:5]=[CH:4][C:3]=2[CH2:8][C:9]#[N:10])=[CH:14][CH:13]=1. (5) The reactants are C[O:2][C:3](=[O:51])[CH2:4][CH2:5][NH:6][C:7](=[O:50])[C:8]1[CH:13]=[C:12]([C:14]2[CH:19]=[C:18]([Cl:20])[CH:17]=[CH:16][C:15]=2[O:21][C:22]2[CH:27]=[C:26]([F:28])[C:25]([S:29](=[O:48])(=[O:47])[N:30]([CH2:36][C:37]3[CH:42]=[CH:41][C:40]([O:43][CH3:44])=[CH:39][C:38]=3[O:45][CH3:46])[C:31]3[S:35][N:34]=[CH:33][N:32]=3)=[CH:24][C:23]=2[Cl:49])[CH:11]=[CH:10][N:9]=1.O.[OH-].[Li+].Cl. The catalyst is C1COCC1.O. The product is [Cl:20][C:18]1[CH:17]=[CH:16][C:15]([O:21][C:22]2[CH:27]=[C:26]([F:28])[C:25]([S:29](=[O:47])(=[O:48])[N:30]([CH2:36][C:37]3[CH:42]=[CH:41][C:40]([O:43][CH3:44])=[CH:39][C:38]=3[O:45][CH3:46])[C:31]3[S:35][N:34]=[CH:33][N:32]=3)=[CH:24][C:23]=2[Cl:49])=[C:14]([C:12]2[CH:11]=[CH:10][N:9]=[C:8]([C:7]([NH:6][CH2:5][CH2:4][C:3]([OH:51])=[O:2])=[O:50])[CH:13]=2)[CH:19]=1. The yield is 0.990. (6) The reactants are [CH3:1][O:2][C:3]1[CH:19]=[CH:18][C:6]2[CH:7]=[C:8]3[C:13](=[CH:14][C:5]=2[CH:4]=1)[NH:12][CH:11]=[C:10]([C:15]#[N:16])[C:9]3=O.P(Cl)(Cl)([Cl:22])=O. The catalyst is CN(C)C=O. The product is [Cl:22][C:9]1[C:8]2[C:13](=[CH:14][C:5]3[CH:4]=[C:3]([O:2][CH3:1])[CH:19]=[CH:18][C:6]=3[CH:7]=2)[N:12]=[CH:11][C:10]=1[C:15]#[N:16]. The yield is 0.816. (7) The product is [C:1]([C:5]1[N:6]=[C:7]2[CH2:12][CH2:11][CH:10]([C:13]([OH:15])=[O:14])[CH2:9][N:8]2[CH:17]=1)([CH3:4])([CH3:2])[CH3:3]. The yield is 0.960. The reactants are [C:1]([C:5]1[N:6]=[C:7]2[CH2:12][CH2:11][CH:10]([C:13]([O:15]C)=[O:14])[CH2:9][N:8]2[CH:17]=1)([CH3:4])([CH3:3])[CH3:2].Cl. The catalyst is O.